From a dataset of Full USPTO retrosynthesis dataset with 1.9M reactions from patents (1976-2016). Predict the reactants needed to synthesize the given product. (1) Given the product [CH3:17][N:14]1[CH2:15][CH2:16][C:4]2[N:3]([C:1]#[C:2][C:19]3[CH:23]=[CH:22][S:21][CH:20]=3)[C:11]3[CH:10]=[CH:9][C:8]([CH3:12])=[CH:7][C:6]=3[C:5]=2[CH2:13]1, predict the reactants needed to synthesize it. The reactants are: [C:1]([N:3]1[C:11]2[CH:10]=[CH:9][C:8]([CH3:12])=[CH:7][C:6]=2[C:5]2[CH2:13][N:14]([CH3:17])[CH2:15][CH2:16][C:4]1=2)#[CH:2].Br[C:19]1[CH:23]=[CH:22][S:21][CH:20]=1.CCCC[N+](CCCC)(CCCC)CCCC.[F-]. (2) Given the product [F:1][C:2]1[CH:3]=[CH:4][C:5]([C:8]2[N:12]=[C:11]([C:13]3[CH:14]=[C:15]([C:27]4[CH:28]=[N:29][CH:30]=[CH:31][CH:32]=4)[CH:16]=[C:17]([F:19])[CH:18]=3)[O:10][N:9]=2)=[N:6][CH:7]=1, predict the reactants needed to synthesize it. The reactants are: [F:1][C:2]1[CH:3]=[CH:4][C:5]([C:8]2[N:12]=[C:11]([C:13]3[CH:18]=[C:17]([F:19])[CH:16]=[C:15](Br)[CH:14]=3)[O:10][N:9]=2)=[N:6][CH:7]=1.B1([C:27]2[CH:32]=[CH:31][CH:30]=[N:29][CH:28]=2)OCCCO1.COCCOC.C(=O)([O-])[O-].[Na+].[Na+]. (3) The reactants are: [C:1]([O:5][C:6]([N:8]([CH3:10])[NH2:9])=[O:7])([CH3:4])([CH3:3])[CH3:2].[CH:11]([C:14]1[CH:19]=[CH:18][CH:17]=[CH:16][C:15]=1B(O)O)([CH3:13])[CH3:12].C(N(CC)CC)C. Given the product [C:1]([O:5][C:6]([N:8]([CH3:10])[NH:9][C:16]1[CH:17]=[CH:18][CH:19]=[C:14]([CH:11]([CH3:13])[CH3:12])[CH:15]=1)=[O:7])([CH3:4])([CH3:3])[CH3:2], predict the reactants needed to synthesize it. (4) Given the product [F:14][C:12]1[CH:11]=[CH:10][C:9]2[NH:15][C:4]3[C:3]([C:8]=2[CH:13]=1)=[C:2]([F:1])[CH:7]=[CH:6][CH:5]=3, predict the reactants needed to synthesize it. The reactants are: [F:1][C:2]1[CH:7]=[CH:6][CH:5]=[CH:4][C:3]=1[C:8]1[CH:13]=[C:12]([F:14])[CH:11]=[CH:10][C:9]=1[N+:15]([O-])=O.C1(P(C2C=CC=CC=2)C2C=CC=CC=2)C=CC=CC=1.